Dataset: Reaction yield outcomes from USPTO patents with 853,638 reactions. Task: Predict the reaction yield, written as a fraction of the theoretical maximum amount of product (1.0 means a 100% yield; for example, 0.34 means a 34% yield). (1) The reactants are [CH2:1]([O:3][C:4](=[O:12])[C:5]1[CH:10]=[CH:9][C:8](F)=[CH:7][CH:6]=1)[CH3:2].C(=O)([O-])[O-].[K+].[K+].[NH2:19][CH:20]1[CH2:25][CH2:24][NH:23][CH2:22][CH2:21]1.C(=O)([O-])[O-].[Na+].[Na+].[CH2:32]([O:39][C:40](Cl)=[O:41])[C:33]1[CH:38]=[CH:37][CH:36]=[CH:35][CH:34]=1. The catalyst is CS(C)=O.C1COCC1.O. The product is [CH2:32]([O:39][C:40]([NH:19][CH:20]1[CH2:25][CH2:24][N:23]([C:8]2[CH:9]=[CH:10][C:5]([C:4]([O:3][CH2:1][CH3:2])=[O:12])=[CH:6][CH:7]=2)[CH2:22][CH2:21]1)=[O:41])[C:33]1[CH:38]=[CH:37][CH:36]=[CH:35][CH:34]=1. The yield is 0.740. (2) The reactants are [Cl:1][C:2]1[C:11]2[C:6](=[CH:7][C:8]([O:20][CH3:21])=[CH:9][C:10]=2[O:12][CH:13]2[CH2:18][CH2:17][N:16]([CH3:19])[CH2:15][CH2:14]2)[N:5]=[CH:4][N:3]=1.[F:22][C:23]1[CH:24]=[C:25]([CH:27]=[CH:28][C:29]=1[S:30][C:31]1[N:32]([CH3:36])[CH:33]=[CH:34][N:35]=1)[NH2:26]. No catalyst specified. The product is [ClH:1].[F:22][C:23]1[CH:24]=[C:25]([CH:27]=[CH:28][C:29]=1[S:30][C:31]1[N:32]([CH3:36])[CH:33]=[CH:34][N:35]=1)[NH:26][C:2]1[C:11]2[C:6](=[CH:7][C:8]([O:20][CH3:21])=[CH:9][C:10]=2[O:12][CH:13]2[CH2:18][CH2:17][N:16]([CH3:19])[CH2:15][CH2:14]2)[N:5]=[CH:4][N:3]=1. The yield is 0.540. (3) The reactants are [C:1]([C:4]1[CH:9]=[CH:8][C:7]([CH2:10][CH2:11][C:12]([O:14][C:15]([CH3:18])([CH3:17])[CH3:16])=[O:13])=[CH:6][C:5]=1[Cl:19])(=[NH:3])[NH2:2].[Cl:20][C:21]1[C:22]2[N:23]([CH:31]=[C:32]([C:34](O)=[O:35])[N:33]=2)[CH:24]=[C:25]([C:27]([F:30])([F:29])[F:28])[CH:26]=1.CCN=C=NCCCN(C)C.Cl.C1C=CC2N(O)N=NC=2C=1. The catalyst is CN(C=O)C. The product is [Cl:19][C:5]1[CH:6]=[C:7]([CH2:10][CH2:11][C:12]([O:14][C:15]([CH3:16])([CH3:18])[CH3:17])=[O:13])[CH:8]=[CH:9][C:4]=1[C:1]1[N:2]=[C:34]([C:32]2[N:33]=[C:22]3[C:21]([Cl:20])=[CH:26][C:25]([C:27]([F:30])([F:29])[F:28])=[CH:24][N:23]3[CH:31]=2)[O:35][N:3]=1. The yield is 0.330. (4) The reactants are Cl.C[O:3][C:4](=[O:38])[C:5]1[CH:10]=[CH:9][C:8]([O:11][C:12]2[CH:17]=[CH:16][C:15]([CH2:18][C@H:19]([NH2:37])[C:20]3[N:21]([CH2:33][CH2:34][CH2:35][CH3:36])[CH:22]=[C:23]([C:25]4[CH:30]=[CH:29][C:28]([Cl:31])=[CH:27][C:26]=4[Cl:32])[N:24]=3)=[CH:14][CH:13]=2)=[CH:7][CH:6]=1.[C:39](O)(=[O:46])[C:40]1[CH:45]=[CH:44][CH:43]=[CH:42][CH:41]=1. No catalyst specified. The product is [C:39]([NH:37][C@H:19]([C:20]1[N:21]([CH2:33][CH2:34][CH2:35][CH3:36])[CH:22]=[C:23]([C:25]2[CH:30]=[CH:29][C:28]([Cl:31])=[CH:27][C:26]=2[Cl:32])[N:24]=1)[CH2:18][C:15]1[CH:16]=[CH:17][C:12]([O:11][C:8]2[CH:9]=[CH:10][C:5]([C:4]([OH:3])=[O:38])=[CH:6][CH:7]=2)=[CH:13][CH:14]=1)(=[O:46])[C:40]1[CH:45]=[CH:44][CH:43]=[CH:42][CH:41]=1. The yield is 0.840. (5) The reactants are [F:1][C:2]([F:7])([F:6])[C:3]([OH:5])=[O:4].[C:8]([C:10]1[C:11]([C:32]2[C:40]3[C:35](=[N:36][CH:37]=[C:38]([C:41]([F:44])([F:43])[F:42])[CH:39]=3)[N:34]([S:45]([C:48]3[CH:54]=[CH:53][C:51]([CH3:52])=[CH:50][CH:49]=3)(=[O:47])=[O:46])[CH:33]=2)=[N:12][C:13]([NH:16][C@@H:17]([CH:19]2[CH2:24][CH2:23][N:22](C(OC(C)(C)C)=O)[CH2:21][CH2:20]2)[CH3:18])=[N:14][CH:15]=1)#[N:9]. The catalyst is ClCCl. The product is [F:1][C:2]([F:7])([F:6])[C:3]([OH:5])=[O:4].[NH:22]1[CH2:21][CH2:20][CH:19]([C@H:17]([NH:16][C:13]2[N:12]=[C:11]([C:32]3[C:40]4[C:35](=[N:36][CH:37]=[C:38]([C:41]([F:43])([F:44])[F:42])[CH:39]=4)[N:34]([S:45]([C:48]4[CH:49]=[CH:50][C:51]([CH3:52])=[CH:53][CH:54]=4)(=[O:46])=[O:47])[CH:33]=3)[C:10]([C:8]#[N:9])=[CH:15][N:14]=2)[CH3:18])[CH2:24][CH2:23]1. The yield is 0.980.